Dataset: Full USPTO retrosynthesis dataset with 1.9M reactions from patents (1976-2016). Task: Predict the reactants needed to synthesize the given product. (1) Given the product [OH:31][CH:29]1[CH2:28][N:13]([C:11]([O:10][CH2:7][CH:8]=[CH2:9])=[O:12])[C@H:14]([CH2:23][O:24][CH2:25][O:26][CH3:27])[CH:15]1[C:16]([O:18][C:19]([CH3:22])([CH3:21])[CH3:20])=[O:17], predict the reactants needed to synthesize it. The reactants are: CC(C)([O-])C.[K+].[CH2:7]([O:10][C:11]([N:13]([CH2:28][C:29]([O:31]C)=O)[C@H:14]([CH2:23][O:24][CH2:25][O:26][CH3:27])[CH2:15][C:16]([O:18][C:19]([CH3:22])([CH3:21])[CH3:20])=[O:17])=[O:12])[CH:8]=[CH2:9].Cl.[Cl-].[Na+].C(O)(=O)C.C([BH3-])#N.[Na+]. (2) Given the product [N:1]1[C:9]([NH:10][C@H:11]([C:13]2[N:14]=[C:15]([O:24][CH2:25][C:26]([OH:28])=[O:27])[C:16]3[C:21]([CH:22]=2)=[CH:20][CH:19]=[CH:18][C:17]=3[Cl:23])[CH3:12])=[C:8]2[C:4]([NH:5][CH:6]=[N:7]2)=[N:3][CH:2]=1, predict the reactants needed to synthesize it. The reactants are: [N:1]1[C:9]([NH:10][C@H:11]([C:13]2[N:14]=[C:15]([O:24][CH2:25][C:26]([O:28]C)=[O:27])[C:16]3[C:21]([CH:22]=2)=[CH:20][CH:19]=[CH:18][C:17]=3[Cl:23])[CH3:12])=[C:8]2[C:4]([NH:5][CH:6]=[N:7]2)=[N:3][CH:2]=1.[Li+].[OH-]. (3) Given the product [CH3:34][N:17]([CH:18]1[CH2:19][CH2:20][N:21]([C:24](=[O:33])[CH2:25][CH2:26][C:27]2[N:28]([CH3:32])[CH:29]=[CH:30][N:31]=2)[CH2:22][CH2:23]1)[CH2:16][CH2:15][NH:14][C:7](=[O:9])[CH3:8], predict the reactants needed to synthesize it. The reactants are: N1C=CC=CC=1.[C:7](OC(=O)C)(=[O:9])[CH3:8].[NH2:14][CH2:15][CH2:16][N:17]([CH3:34])[CH:18]1[CH2:23][CH2:22][N:21]([C:24](=[O:33])[CH2:25][CH2:26][C:27]2[N:28]([CH3:32])[CH:29]=[CH:30][N:31]=2)[CH2:20][CH2:19]1. (4) Given the product [CH3:1][C:2]([CH3:20])([CH3:19])[CH2:3][N:4]1[C:12]2[C:7](=[N:8][C:9]([CH2:13][CH2:14][CH2:15][N:40]3[CH2:41][CH2:42][N:37]([S:34]([CH3:33])(=[O:36])=[O:35])[CH2:38][CH2:39]3)=[CH:10][CH:11]=2)[N:6]([CH3:17])[C:5]1=[O:18], predict the reactants needed to synthesize it. The reactants are: [CH3:1][C:2]([CH3:20])([CH3:19])[CH2:3][N:4]1[C:12]2[C:7](=[N:8][C:9]([CH2:13][CH2:14][CH2:15]O)=[CH:10][CH:11]=2)[N:6]([CH3:17])[C:5]1=[O:18].C(N(CC)CC)C.CS(Cl)(=O)=O.[CH3:33][S:34]([N:37]1[CH2:42][CH2:41][NH:40][CH2:39][CH2:38]1)(=[O:36])=[O:35]. (5) Given the product [CH:22]1([CH:20]([O:21][CH3:29])[C:11]2[CH:12]=[CH:13][C:14]([C:16]([F:18])([F:19])[F:17])=[CH:15][C:10]=2[CH2:9][O:8][Si:1]([C:4]([CH3:7])([CH3:6])[CH3:5])([CH3:3])[CH3:2])[CH2:23][CH2:24][CH2:25][CH2:26]1, predict the reactants needed to synthesize it. The reactants are: [Si:1]([O:8][CH2:9][C:10]1[CH:15]=[C:14]([C:16]([F:19])([F:18])[F:17])[CH:13]=[CH:12][C:11]=1[CH:20]([CH:22]1[CH2:26][CH2:25][CH2:24][CH2:23]1)[OH:21])([C:4]([CH3:7])([CH3:6])[CH3:5])([CH3:3])[CH3:2].[H-].[Na+].[CH3:29]I. (6) Given the product [Cl:1][C:2]1[CH:3]=[CH:4][C:5]([CH3:22])=[C:6]([C:8]2[NH:9][N:10]=[CH:11][C:12]=2[C:37]([O:38][CH2:39][CH3:40])=[O:43])[CH:7]=1, predict the reactants needed to synthesize it. The reactants are: [Cl:1][C:2]1[CH:3]=[CH:4][C:5]([CH3:22])=[C:6]([C:8]2[C:12](NC(=O)OC(C)(C)C)=[CH:11][N:10](C)[N:9]=2)[CH:7]=1.ClC1C=CC(C)=C(C2N(C)N=CC=2N[C:37](=[O:43])[O:38][C:39](C)(C)[CH3:40])C=1.Cl. (7) Given the product [CH2:20]([C:19]([C:16]1[CH:17]=[CH:18][C:13]([C:10]2[S:11][CH:12]=[C:8]([CH2:7][C:6]([OH:40])=[O:5])[N:9]=2)=[C:14]([CH3:39])[CH:15]=1)([C:22]1[CH:27]=[CH:26][C:25]([CH2:28][CH2:29][CH:30]([OH:35])[C:31]([CH3:33])([CH3:34])[CH3:32])=[C:24]([CH3:36])[CH:23]=1)[CH2:37][CH3:38])[CH3:21], predict the reactants needed to synthesize it. The reactants are: [OH-].[Na+].C([O:5][C:6](=[O:40])[CH2:7][C:8]1[N:9]=[C:10]([C:13]2[CH:18]=[CH:17][C:16]([C:19]([CH2:37][CH3:38])([C:22]3[CH:27]=[CH:26][C:25]([CH2:28][CH2:29][CH:30]([OH:35])[C:31]([CH3:34])([CH3:33])[CH3:32])=[C:24]([CH3:36])[CH:23]=3)[CH2:20][CH3:21])=[CH:15][C:14]=2[CH3:39])[S:11][CH:12]=1)C.Cl. (8) Given the product [Cl:25][C:26]1[CH:31]=[C:30]([N+:32]([O-:34])=[O:33])[CH:29]=[CH:28][C:27]=1[N:35]1[C:11]2[C:12]3[S:16][C:15]([NH:17][C:18](=[O:20])[CH3:19])=[N:14][C:13]=3[CH2:21][CH2:22][C:10]=2[C:8]([C:5]2[CH:6]=[N:7][C:2]([CH3:1])=[CH:3][CH:4]=2)=[N:36]1, predict the reactants needed to synthesize it. The reactants are: [CH3:1][C:2]1[N:7]=[CH:6][C:5]([C:8]([CH:10]2[CH2:22][CH2:21][C:13]3[N:14]=[C:15]([NH:17][C:18](=[O:20])[CH3:19])[S:16][C:12]=3[C:11]2=O)=O)=[CH:4][CH:3]=1.Cl.[Cl:25][C:26]1[CH:31]=[C:30]([N+:32]([O-:34])=[O:33])[CH:29]=[CH:28][C:27]=1[NH:35][NH2:36]. (9) Given the product [C:1]([O:5][C:6]([NH:8][CH2:9][CH:10]1[CH2:11][CH2:12][N:13]([CH2:16][C:17]2([C:23]([OH:25])=[O:24])[CH2:18][CH2:19][O:20][CH2:21][CH2:22]2)[CH2:14][CH2:15]1)=[O:7])([CH3:4])([CH3:2])[CH3:3], predict the reactants needed to synthesize it. The reactants are: [C:1]([O:5][C:6]([NH:8][CH2:9][CH:10]1[CH2:15][CH2:14][N:13]([CH2:16][C:17]2([C:23]([O:25]C)=[O:24])[CH2:22][CH2:21][O:20][CH2:19][CH2:18]2)[CH2:12][CH2:11]1)=[O:7])([CH3:4])([CH3:3])[CH3:2].Cl.